This data is from Forward reaction prediction with 1.9M reactions from USPTO patents (1976-2016). The task is: Predict the product of the given reaction. (1) Given the reactants [N:1]1([C:6]2[CH:11]=[CH:10][C:9]([C:12]3[C:16]4[CH2:17][C:18]5[S:19][CH:20]=[CH:21][C:22]=5[C:15]=4[N:14](COCC[Si](C)(C)C)[N:13]=3)=[CH:8][CH:7]=2)[CH2:5][CH2:4][CH2:3][CH2:2]1.Cl, predict the reaction product. The product is: [N:1]1([C:6]2[CH:7]=[CH:8][C:9]([C:12]3[C:16]4[CH2:17][C:18]5[S:19][CH:20]=[CH:21][C:22]=5[C:15]=4[NH:14][N:13]=3)=[CH:10][CH:11]=2)[CH2:5][CH2:4][CH2:3][CH2:2]1. (2) Given the reactants [C:1]([N:4]1[C:13]2[C:8](=[CH:9][C:10]([NH2:14])=[CH:11][CH:12]=2)[C:7]([C:16]2[CH:21]=[CH:20][CH:19]=[CH:18][CH:17]=2)([CH3:15])[CH2:6][C:5]1([CH3:23])[CH3:22])(=[O:3])[CH3:2].[Br:24][C:25]1[C:26]([O:36][CH3:37])=[C:27]([C:31]([O:34][CH3:35])=[CH:32][CH:33]=1)[C:28](O)=[O:29].F[P-](F)(F)(F)(F)F.N1(OC(N(C)C)=[N+](C)C)C2N=CC=CC=2N=N1.C(N(CC)C(C)C)(C)C, predict the reaction product. The product is: [C:1]([N:4]1[C:13]2[C:8](=[CH:9][C:10]([NH:14][C:28](=[O:29])[C:27]3[C:31]([O:34][CH3:35])=[CH:32][CH:33]=[C:25]([Br:24])[C:26]=3[O:36][CH3:37])=[CH:11][CH:12]=2)[C:7]([C:16]2[CH:21]=[CH:20][CH:19]=[CH:18][CH:17]=2)([CH3:15])[CH2:6][C:5]1([CH3:23])[CH3:22])(=[O:3])[CH3:2]. (3) Given the reactants [N+:1]([C:4]1[CH:5]=[C:6]([NH2:11])[C:7]([NH2:10])=[N:8][CH:9]=1)([O-:3])=[O:2].[C:12]1([N:18]=[C:19]=S)[CH:17]=[CH:16][CH:15]=[CH:14][CH:13]=1.N=C=N, predict the reaction product. The product is: [N+:1]([C:4]1[CH:5]=[C:6]2[N:11]=[C:19]([NH:18][C:12]3[CH:17]=[CH:16][CH:15]=[CH:14][CH:13]=3)[NH:10][C:7]2=[N:8][CH:9]=1)([O-:3])=[O:2]. (4) Given the reactants Cl.[CH3:2][C:3]1([CH2:9][OH:10])[CH2:8][CH2:7][NH:6][CH2:5][CH2:4]1.Cl[C:12]1[N:17]=[CH:16][C:15]([B:18]([OH:20])[OH:19])=[CH:14][N:13]=1.C(N(CC)CC)C, predict the reaction product. The product is: [OH:10][CH2:9][C:3]1([CH3:2])[CH2:8][CH2:7][N:6]([C:12]2[N:17]=[CH:16][C:15]([B:18]([OH:20])[OH:19])=[CH:14][N:13]=2)[CH2:5][CH2:4]1.